From a dataset of Full USPTO retrosynthesis dataset with 1.9M reactions from patents (1976-2016). Predict the reactants needed to synthesize the given product. (1) Given the product [CH3:1][C:2]1[N:6]([CH2:7][C:8]2[CH:13]=[CH:12][CH:11]=[C:10]([C:14]([F:15])([F:17])[F:16])[C:9]=2[CH3:18])[C:5]2[CH:19]=[C:20]([N:25]3[CH2:26][CH2:27][O:28][CH2:29][CH2:30]3)[CH:21]=[C:22]([CH2:23][O:24][CH3:33])[C:4]=2[N:3]=1, predict the reactants needed to synthesize it. The reactants are: [CH3:1][C:2]1[N:6]([CH2:7][C:8]2[CH:13]=[CH:12][CH:11]=[C:10]([C:14]([F:17])([F:16])[F:15])[C:9]=2[CH3:18])[C:5]2[CH:19]=[C:20]([N:25]3[CH2:30][CH2:29][O:28][CH2:27][CH2:26]3)[CH:21]=[C:22]([CH2:23][OH:24])[C:4]=2[N:3]=1.[H-].[Na+].[CH3:33]I.O. (2) Given the product [CH2:1]([C:5]1[O:6][C:7]2[CH:14]=[CH:13][C:12]([NH:15][C:16](=[O:18])[CH3:17])=[CH:11][C:8]=2[CH:9]=1)[CH2:2][CH2:3][CH3:4], predict the reactants needed to synthesize it. The reactants are: [CH2:1]([CH:5]1[CH:9](O)[C:8]2[CH:11]=[C:12]([NH:15][C:16](=[O:18])[CH3:17])[CH:13]=[CH:14][C:7]=2[O:6]1)[CH2:2][CH2:3][CH3:4].O.C1(C)C=CC(S(O)(=O)=O)=CC=1.